Dataset: Reaction yield outcomes from USPTO patents with 853,638 reactions. Task: Predict the reaction yield, written as a fraction of the theoretical maximum amount of product (1.0 means a 100% yield; for example, 0.34 means a 34% yield). (1) The reactants are [NH2:1][C:2]1[CH:7]=[CH:6][C:5]([C:8]2[C:16]3[C:15]([NH2:17])=[N:14][CH:13]=[N:12][C:11]=3[S:10][C:9]=2[CH3:18])=[CH:4][C:3]=1[O:19][CH3:20].Cl[C:22]1[CH:31]=[CH:30][C:29]2[C:24](=[CH:25][CH:26]=[CH:27][CH:28]=2)[N:23]=1. No catalyst specified. The product is [NH2:17][C:15]1[C:16]2[C:8]([C:5]3[CH:6]=[CH:7][C:2]([NH:1][C:22]4[CH:31]=[CH:30][C:29]5[C:24](=[CH:25][CH:26]=[CH:27][CH:28]=5)[N:23]=4)=[C:3]([O:19][CH3:20])[CH:4]=3)=[C:9]([CH3:18])[S:10][C:11]=2[N:12]=[CH:13][N:14]=1. The yield is 0.0500. (2) The reactants are [CH:1]1([CH:4]([C:6]2[C:7]([Cl:13])=[N:8][CH:9]=[N:10][C:11]=2[Cl:12])[OH:5])[CH2:3][CH2:2]1. The catalyst is CC(C)=O.[O-2].[Cr+3].[O-2].[O-2].[Cr+3]. The product is [CH:1]1([C:4]([C:6]2[C:7]([Cl:13])=[N:8][CH:9]=[N:10][C:11]=2[Cl:12])=[O:5])[CH2:2][CH2:3]1. The yield is 0.500. (3) The reactants are P(Br)(Br)[Br:2].[I:5][C:6]1[C:13]([I:14])=[CH:12][C:11]([I:15])=[CH:10][C:7]=1[CH2:8]O.O.C(Cl)Cl. The catalyst is O1CCCC1. The product is [I:5][C:6]1[C:13]([I:14])=[CH:12][C:11]([I:15])=[CH:10][C:7]=1[CH2:8][Br:2]. The yield is 0.850. (4) The reactants are Cl.[NH2:2][CH2:3][CH2:4][C:5]1[CH:13]=[CH:12][C:8]([C:9]([OH:11])=[O:10])=[CH:7][CH:6]=1.[C:14](O[C:14]([O:16][C:17]([CH3:20])([CH3:19])[CH3:18])=[O:15])([O:16][C:17]([CH3:20])([CH3:19])[CH3:18])=[O:15].O. The catalyst is C(O)(C)(C)C.[OH-].[Na+]. The product is [C:17]([O:16][C:14]([NH:2][CH2:3][CH2:4][C:5]1[CH:13]=[CH:12][C:8]([C:9]([OH:11])=[O:10])=[CH:7][CH:6]=1)=[O:15])([CH3:20])([CH3:19])[CH3:18]. The yield is 0.950. (5) The reactants are F[P-](F)(F)(F)(F)F.N1(OC(N(C)C)=[N+](C)C)C2N=CC=CC=2N=N1.[C:25]([O:29][C:30]([NH:32][C:33]1([C:48]([OH:50])=O)[CH2:38][CH2:37][N:36]([C:39]2[C:40]3[CH:47]=[CH:46][NH:45][C:41]=3[N:42]=[CH:43][N:44]=2)[CH2:35][CH2:34]1)=[O:31])([CH3:28])([CH3:27])[CH3:26].C(N(C(C)C)C(C)C)C.[NH2:60][CH:61]([C:67]1[CH:72]=[CH:71][C:70]([Cl:73])=[CH:69][CH:68]=1)[CH2:62][NH:63][C:64](=[O:66])[CH3:65]. The catalyst is CN1C(=O)CCC1. The product is [C:64]([NH:63][CH2:62][CH:61]([NH:60][C:48]([C:33]1([NH:32][C:30](=[O:31])[O:29][C:25]([CH3:27])([CH3:26])[CH3:28])[CH2:34][CH2:35][N:36]([C:39]2[C:40]3[CH:47]=[CH:46][NH:45][C:41]=3[N:42]=[CH:43][N:44]=2)[CH2:37][CH2:38]1)=[O:50])[C:67]1[CH:68]=[CH:69][C:70]([Cl:73])=[CH:71][CH:72]=1)(=[O:66])[CH3:65]. The yield is 0.810. (6) The reactants are [F:1][C:2]([F:14])([F:13])[O:3][C:4]1[CH:12]=[C:11]2[C:7]([CH:8]=[CH:9][NH:10]2)=[CH:6][CH:5]=1.ClS([N:19]=[C:20]=O)(=O)=O.C([O-])([O-])=O.[K+].[K+].[CH2:28](I)[CH3:29]. The catalyst is CN(C=O)C. The product is [CH2:28]([N:10]1[C:11]2[C:7](=[CH:6][CH:5]=[C:4]([O:3][C:2]([F:1])([F:13])[F:14])[CH:12]=2)[C:8]([C:20]#[N:19])=[CH:9]1)[CH3:29]. The yield is 0.860. (7) The reactants are [Br:1][C:2]1[C:3](=[O:20])[NH:4][N:5]=[CH:6][C:7]=1[N:8]1[CH2:13][CH2:12][CH:11]([C:14]2[CH:19]=[CH:18][CH:17]=[CH:16][CH:15]=2)[CH2:10][CH2:9]1.[C:21](O[C:21]([O:23][C:24]([CH3:27])([CH3:26])[CH3:25])=[O:22])([O:23][C:24]([CH3:27])([CH3:26])[CH3:25])=[O:22].C(N(CC)CC)C. The catalyst is ClCCl. The product is [Br:1][C:2]1[C:3](=[O:20])[N:4]([C:21]([O:23][C:24]([CH3:27])([CH3:26])[CH3:25])=[O:22])[N:5]=[CH:6][C:7]=1[N:8]1[CH2:13][CH2:12][CH:11]([C:14]2[CH:15]=[CH:16][CH:17]=[CH:18][CH:19]=2)[CH2:10][CH2:9]1. The yield is 0.880. (8) The reactants are [C:1]([OH:7])([C:3]([F:6])([F:5])[F:4])=[O:2].C(OC([NH:15][C@@H:16]([CH2:45][C:46]1[CH:47]=[N:48][C:49]([C:52]([F:55])([F:54])[CH3:53])=[CH:50][CH:51]=1)[CH2:17][N:18]([C:26]1[S:27][C:28]([C:34]2[CH:35]=[C:36]3[C:41](=[CH:42][CH:43]=2)[CH:40]=[N:39][C:38]([F:44])=[CH:37]3)=[C:29]([CH2:31][O:32][CH3:33])[N:30]=1)C(=O)OC(C)(C)C)=O)(C)(C)C. The catalyst is C(Cl)Cl. The product is [F:4][C:3]([F:6])([F:5])[C:1]([OH:7])=[O:2].[NH2:15][C@@H:16]([CH2:45][C:46]1[CH:47]=[N:48][C:49]([C:52]([F:54])([F:55])[CH3:53])=[CH:50][CH:51]=1)[CH2:17][NH:18][C:26]1[S:27][C:28]([C:34]2[CH:35]=[C:36]3[C:41](=[CH:42][CH:43]=2)[CH:40]=[N:39][C:38]([F:44])=[CH:37]3)=[C:29]([CH2:31][O:32][CH3:33])[N:30]=1. The yield is 0.600.